From a dataset of Reaction yield outcomes from USPTO patents with 853,638 reactions. Predict the reaction yield, written as a fraction of the theoretical maximum amount of product (1.0 means a 100% yield; for example, 0.34 means a 34% yield). (1) The reactants are Br[C:2]1[CH:11]=[CH:10][C:9]2[C:4](=[CH:5][CH:6]=[C:7]([O:12][CH2:13][CH3:14])[CH:8]=2)[CH:3]=1.C([Li])CCC.C[O:21][B:22](OC)[O:23]C.[Cl-].[NH4+]. The catalyst is O1CCCC1.CCCCCC.O. The product is [CH2:13]([O:12][C:7]1[CH:6]=[C:5]([B:22]([OH:23])[OH:21])[C:4]2[C:9]([CH:8]=1)=[CH:10][CH:11]=[CH:2][CH:3]=2)[CH3:14]. The yield is 0.920. (2) The reactants are [H-].[Na+].[C:3]1([CH:9]2[CH2:14][CH2:13][NH:12][CH2:11][CH2:10]2)[CH:8]=[CH:7][CH:6]=[CH:5][CH:4]=1.[Br:15][C:16]1[N:23]=[CH:22][CH:21]=[C:20](Br)[C:17]=1[C:18]#[N:19]. The catalyst is CN(C=O)C. The product is [Br:15][C:16]1[C:17]([C:18]#[N:19])=[C:20]([N:12]2[CH2:11][CH2:10][CH:9]([C:3]3[CH:8]=[CH:7][CH:6]=[CH:5][CH:4]=3)[CH2:14][CH2:13]2)[CH:21]=[CH:22][N:23]=1. The yield is 0.750. (3) The reactants are [Cl:1][C:2]1[CH:3]=[C:4]([F:11])[C:5]([C:8]([OH:10])=O)=[N:6][CH:7]=1.[NH2:12][C:13]1[CH:14]=[CH:15][C:16]([F:50])=[C:17]([C@:19]2([CH3:49])[CH2:24][O:23][CH2:22][C:21]([NH:25]C(C3C=CC(OC)=CC=3)(C3C=CC(OC)=CC=3)C3C=CC=CC=3)=[N:20]2)[CH:18]=1.F[P-](F)(F)(F)(F)F.N1(OC(N(C)C)=[N+](C)C)C2N=CC=CC=2N=N1.CCN(C(C)C)C(C)C.FC(F)(F)C(O)=O. The catalyst is ClCCl. The product is [ClH:1].[NH2:25][C:21]1[CH2:22][O:23][CH2:24][C@:19]([C:17]2[CH:18]=[C:13]([NH:12][C:8]([C:5]3[C:4]([F:11])=[CH:3][C:2]([Cl:1])=[CH:7][N:6]=3)=[O:10])[CH:14]=[CH:15][C:16]=2[F:50])([CH3:49])[N:20]=1. The yield is 0.240. (4) The reactants are [N:1]([C@@H:4]1[C@@H:8]([C@H:9]2[CH2:13][O:12][C:11]([CH3:15])([CH3:14])[O:10]2)[O:7][C:6](=[O:16])[C@@H:5]1[O:17]S(C(F)(F)F)(=O)=O)=[N+:2]=[N-:3].[Na].FC(F)(F)C(O)=O.CO. The catalyst is CN(C=O)C. The product is [N:1]([C@H:4]1[C@@H:8]([C@H:9]2[CH2:13][O:12][C:11]([CH3:14])([CH3:15])[O:10]2)[O:7][C:6](=[O:16])[C@H:5]1[OH:17])=[N+:2]=[N-:3]. The yield is 0.260. (5) No catalyst specified. The yield is 0.140. The product is [CH3:15][O:16][C:17]1[CH:24]=[CH:23][C:20]([CH2:21][O:1][C:2]2[N:6]([C:7]3[CH:12]=[C:11]([C:13]#[N:14])[CH:10]=[CH:9][N:8]=3)[N:5]=[CH:4][CH:3]=2)=[CH:19][CH:18]=1. The reactants are [OH:1][C:2]1[N:6]([C:7]2[CH:12]=[C:11]([C:13]#[N:14])[CH:10]=[CH:9][N:8]=2)[N:5]=[CH:4][CH:3]=1.[CH3:15][O:16][C:17]1[CH:24]=[CH:23][C:20]([CH2:21]O)=[CH:19][CH:18]=1.